From a dataset of Reaction yield outcomes from USPTO patents with 853,638 reactions. Predict the reaction yield, written as a fraction of the theoretical maximum amount of product (1.0 means a 100% yield; for example, 0.34 means a 34% yield). The reactants are [OH:1][C:2]1[CH:7]=[CH:6][CH:5]=[CH:4][N:3]=1.[H-].[Na+].[CH2:10]([O:17][C:18]([N:20]1[CH2:25][CH2:24][CH2:23][CH:22]([CH2:26]I)[CH2:21]1)=[O:19])[C:11]1[CH:16]=[CH:15][CH:14]=[CH:13][CH:12]=1. The catalyst is CN(C=O)C. The product is [CH2:10]([O:17][C:18]([N:20]1[CH2:25][CH2:24][CH2:23][CH:22]([CH2:26][N:3]2[CH:4]=[CH:5][CH:6]=[CH:7][C:2]2=[O:1])[CH2:21]1)=[O:19])[C:11]1[CH:12]=[CH:13][CH:14]=[CH:15][CH:16]=1. The yield is 0.730.